Dataset: Full USPTO retrosynthesis dataset with 1.9M reactions from patents (1976-2016). Task: Predict the reactants needed to synthesize the given product. Given the product [OH:8][C:9]1[CH:14]=[CH:13][CH:12]=[CH:11][C:10]=1[C:15]1([NH:18][C:19]2[C:20](=[O:37])[N:21]([C:26]3[CH:27]=[C:28]([CH:33]=[CH:34][C:35]=3[CH3:36])[C:29]([O:31][CH3:32])=[O:30])[CH:22]=[CH:23][N:24]=2)[CH2:16][CH2:17]1, predict the reactants needed to synthesize it. The reactants are: C([O:8][C:9]1[CH:14]=[CH:13][CH:12]=[CH:11][C:10]=1[C:15]1([NH:18][C:19]2[C:20](=[O:37])[N:21]([C:26]3[CH:27]=[C:28]([CH:33]=[CH:34][C:35]=3[CH3:36])[C:29]([O:31][CH3:32])=[O:30])[CH:22]=[C:23](Br)[N:24]=2)[CH2:17][CH2:16]1)C1C=CC=CC=1.C([O-])=O.[NH4+].ClCCl.O.